Dataset: Forward reaction prediction with 1.9M reactions from USPTO patents (1976-2016). Task: Predict the product of the given reaction. Given the reactants [OH:1][C:2]1[CH:9]=[CH:8][C:7]([C:10]([CH3:13])([CH3:12])[CH3:11])=[CH:6][C:3]=1[CH:4]=[O:5].C([O-])([O-])=O.[K+].[K+].[CH2:20](Cl)[C:21]1[CH:26]=[CH:25][CH:24]=[CH:23][CH:22]=1.CC(OC)(C)C, predict the reaction product. The product is: [CH2:20]([O:1][C:2]1[CH:9]=[CH:8][C:7]([C:10]([CH3:13])([CH3:12])[CH3:11])=[CH:6][C:3]=1[CH:4]=[O:5])[C:21]1[CH:26]=[CH:25][CH:24]=[CH:23][CH:22]=1.